From a dataset of NCI-60 drug combinations with 297,098 pairs across 59 cell lines. Regression. Given two drug SMILES strings and cell line genomic features, predict the synergy score measuring deviation from expected non-interaction effect. (1) Drug 1: C(CC(=O)O)C(=O)CN.Cl. Drug 2: CN(C(=O)NC(C=O)C(C(C(CO)O)O)O)N=O. Cell line: SK-MEL-28. Synergy scores: CSS=18.4, Synergy_ZIP=-6.43, Synergy_Bliss=-3.52, Synergy_Loewe=-2.14, Synergy_HSA=-2.09. (2) Drug 1: CC1C(C(CC(O1)OC2CC(CC3=C2C(=C4C(=C3O)C(=O)C5=C(C4=O)C(=CC=C5)OC)O)(C(=O)C)O)N)O.Cl. Drug 2: C1C(C(OC1N2C=NC3=C(N=C(N=C32)Cl)N)CO)O. Cell line: NCIH23. Synergy scores: CSS=17.2, Synergy_ZIP=-7.85, Synergy_Bliss=-7.50, Synergy_Loewe=-12.8, Synergy_HSA=-6.91. (3) Drug 1: CC1C(C(CC(O1)OC2CC(CC3=C2C(=C4C(=C3O)C(=O)C5=C(C4=O)C(=CC=C5)OC)O)(C(=O)C)O)N)O.Cl. Drug 2: CCCCC(=O)OCC(=O)C1(CC(C2=C(C1)C(=C3C(=C2O)C(=O)C4=C(C3=O)C=CC=C4OC)O)OC5CC(C(C(O5)C)O)NC(=O)C(F)(F)F)O. Cell line: OVCAR-4. Synergy scores: CSS=7.21, Synergy_ZIP=-3.34, Synergy_Bliss=-1.57, Synergy_Loewe=-0.0627, Synergy_HSA=0.0313.